Dataset: Full USPTO retrosynthesis dataset with 1.9M reactions from patents (1976-2016). Task: Predict the reactants needed to synthesize the given product. (1) Given the product [C:1]([OH:7])([C:3]([F:6])([F:5])[F:4])=[O:2].[C@@H:16]12[CH2:17][C@@H:18]1[CH2:19][C@@H:20]([C:21]1[NH:25][C:24]3[CH:26]=[C:27]([C:30]4[CH:39]=[CH:38][C:37]5[C:32](=[CH:33][CH:34]=[C:35]([C:40]6[CH:61]=[CH:60][C:43]7[N:44]=[C:45]([C@@H:47]8[CH2:52][C@@H:51]9[C@@H:49]([CH2:50]9)[NH:48]8)[NH:46][C:42]=7[CH:41]=6)[N:36]=5)[N:31]=4)[CH:28]=[CH:29][C:23]=3[N:22]=1)[NH:15]2, predict the reactants needed to synthesize it. The reactants are: [C:1]([OH:7])([C:3]([F:6])([F:5])[F:4])=[O:2].C(OC([N:15]1[C@H:20]([C:21]2[NH:25][C:24]3[CH:26]=[C:27]([C:30]4[N:31]=[C:32]5[C:37](=[CH:38][CH:39]=4)[N:36]=[C:35]([C:40]4[CH:61]=[CH:60][C:43]6[NH:44][C:45]([C@@H:47]7[CH2:52][C@@H:51]8[C@@H:49]([CH2:50]8)[N:48]7C(OC(C)(C)C)=O)=[N:46][C:42]=6[CH:41]=4)[CH:34]=[CH:33]5)[CH:28]=[CH:29][C:23]=3[N:22]=2)[CH2:19][C@@H:18]2[C@H:16]1[CH2:17]2)=O)(C)(C)C. (2) Given the product [NH2:7][CH2:8][CH:9]1[CH2:10][CH2:11][CH:12]([CH2:15][NH:16][C:17]([NH2:19])=[O:18])[CH2:13][CH2:14]1, predict the reactants needed to synthesize it. The reactants are: C(OC(=O)[NH:7][CH2:8][CH:9]1[CH2:14][CH2:13][CH:12]([CH2:15][NH:16][C:17]([NH2:19])=[O:18])[CH2:11][CH2:10]1)(C)(C)C. (3) Given the product [CH2:1]([N:8]([C:16]1[CH:21]=[CH:20][C:19]([CH2:22][CH2:23][CH:24]([CH2:37][CH2:36][CH2:35][C:29]2[CH:34]=[CH:33][CH:32]=[CH:31][CH:30]=2)[C:25]([O:27][CH3:28])=[O:26])=[CH:18][CH:17]=1)[CH2:9][C:10]1[CH:15]=[CH:14][CH:13]=[CH:12][CH:11]=1)[C:2]1[CH:3]=[CH:4][CH:5]=[CH:6][CH:7]=1, predict the reactants needed to synthesize it. The reactants are: [CH2:1]([N:8]([C:16]1[CH:21]=[CH:20][C:19]([CH2:22][CH2:23][CH2:24][C:25]([O:27][CH3:28])=[O:26])=[CH:18][CH:17]=1)[CH2:9][C:10]1[CH:15]=[CH:14][CH:13]=[CH:12][CH:11]=1)[C:2]1[CH:7]=[CH:6][CH:5]=[CH:4][CH:3]=1.[C:29]1([CH2:35][CH2:36][CH2:37]I)[CH:34]=[CH:33][CH:32]=[CH:31][CH:30]=1. (4) Given the product [C:1]([C:4]1[C:5]([Cl:17])=[C:6]2[C:11](=[C:12]([Cl:14])[CH:13]=1)[S:20](=[O:23])(=[O:21])[CH2:9][CH2:8][C:7]2([CH3:16])[CH3:15])(=[O:3])[CH3:2], predict the reactants needed to synthesize it. The reactants are: [C:1]([C:4]1[C:5]([Cl:17])=[C:6]2[C:11](=[C:12]([Cl:14])[CH:13]=1)S[CH2:9][CH2:8][C:7]2([CH3:16])[CH3:15])(=[O:3])[CH3:2].OO.[S:20]([O-:23])(O)=[O:21].[Na+].